Dataset: Experimentally validated miRNA-target interactions with 360,000+ pairs, plus equal number of negative samples. Task: Binary Classification. Given a miRNA mature sequence and a target amino acid sequence, predict their likelihood of interaction. (1) The miRNA is mmu-miR-124-3p with sequence UAAGGCACGCGGUGAAUGCC. The protein sequence of the target gene is MGGGDLNLKKSWHPQTLRNVEKVWKAEQKHEAERKKIEELQRELREERAREEMQRYAEDVGAVKKKEEKLDWMYQGPGGMVNRDEYLLGRPIDKYVFEKMEEREAGCSSETGLLPGSIFAPSGANSLLDMASKIREDPLFIIRKKEEEKKREVLNNPVKMKKIKELLQMSLEKKEKKKKKEKKKKHRKHKHRSSSSGGSSSEDEQSQARSQKKMANSFPVLSKVPGYGLQVRDSDRNRGLQGSLGEQRAIKNNSRSRSSSPPRHASKKSTKEERPRDRRSRSPSRRSRSPRPSKPHTSKV.... Result: 0 (no interaction). (2) The miRNA is hsa-miR-124-3p with sequence UAAGGCACGCGGUGAAUGCCAA. The protein sequence of the target gene is MSPEVALNRISPMLSPFISSVVRNGKVGLDATNCLRITDLKSGCTSLTPGPNCDRFKLHIPYAGETLKWDIIFNAQYPELPPDFIFGEDAEFLPDPSALQNLASWNPSNPECLLLVVKELVQQYHQFQCSRLRESSRLMFEYQTLLEEPQYGENMEIYAGKKNNWTGEFSARFLLKLPVDFSNIPTYLLKDVNEDPGEDVALLSVSFEDTEATQVYPKLYLSPRIEHALGGSSALHIPAFPGGGCLIDYVPQVCHLLTNKVQYVIQGYHKRREYIAAFLSHFGTGVVEYDAEGFTKLTLL.... Result: 1 (interaction). (3) The miRNA is hsa-miR-3150a-3p with sequence CUGGGGAGAUCCUCGAGGUUGG. Result: 0 (no interaction). The protein sequence of the target gene is MEPPMEPSGGEQEPGAVRFLDLPWEDVLLPHVLNRVPLRQLLRLQRVSRAFRSLVQLHLAGLRRFDAAQVGPQIPRAALARLLRDAEGLQELALAPCHEWLSDEDLVPVLARNPQLRSVALGGCGQLSRRALGALAEGCPRLQRLSLAHCDWVDGLALRGLADRCPALEELDLTACRQLKDEAIVYLAQRRGAGLRSLSLAVNANVGDAAVQELARNCPELHHLDLTGCLRVGSDGVRTLAEYCPVLRSLRVRHCHHVAESSLSRLRKRGVDIDVEPPLHQALVLLQDMAGFAPFVNLQV....